This data is from Forward reaction prediction with 1.9M reactions from USPTO patents (1976-2016). The task is: Predict the product of the given reaction. (1) Given the reactants [O:1]=[C:2]1[CH:7]=[CH:6][CH:5]=[CH:4][N:3]1[CH2:8][C:9]1[CH:27]=[CH:26][C:12]([CH2:13][N:14]2[CH:18]=[C:17]([C:19]([OH:21])=O)[C:16]([C:22]([F:25])([F:24])[F:23])=[N:15]2)=[CH:11][CH:10]=1.Cl.[CH3:29][C:30]1[C:35]([CH2:36][NH2:37])=[C:34]([CH3:38])[N:33]=[C:32]2[NH:39][CH:40]=[CH:41][C:31]=12.C1C=CC2N(O)N=NC=2C=1.C(N(CC)CC)C.CCN=C=NCCCN(C)C.Cl, predict the reaction product. The product is: [CH3:29][C:30]1[C:35]([CH2:36][NH:37][C:19]([C:17]2[C:16]([C:22]([F:23])([F:24])[F:25])=[N:15][N:14]([CH2:13][C:12]3[CH:26]=[CH:27][C:9]([CH2:8][N:3]4[CH:4]=[CH:5][CH:6]=[CH:7][C:2]4=[O:1])=[CH:10][CH:11]=3)[CH:18]=2)=[O:21])=[C:34]([CH3:38])[N:33]=[C:32]2[NH:39][CH:40]=[CH:41][C:31]=12. (2) Given the reactants [CH3:1][S:2]([C:5]1[CH:6]=[C:7]2[C:11](=[CH:12][CH:13]=1)[N:10]([C:14]1[N:19]=[CH:18][C:17]([O:20][CH:21]3[CH2:26][CH2:25][N:24]([C:27]#[N:28])[CH2:23][CH2:22]3)=[CH:16][CH:15]=1)[CH:9]=[CH:8]2)(=[O:4])=[O:3].[OH:29][NH:30][C:31](=N)[CH:32]([CH3:34])[CH3:33], predict the reaction product. The product is: [CH:32]([C:31]1[N:28]=[C:27]([N:24]2[CH2:25][CH2:26][CH:21]([O:20][C:17]3[CH:18]=[N:19][C:14]([N:10]4[C:11]5[C:7](=[CH:6][C:5]([S:2]([CH3:1])(=[O:4])=[O:3])=[CH:13][CH:12]=5)[CH:8]=[CH:9]4)=[CH:15][CH:16]=3)[CH2:22][CH2:23]2)[O:29][N:30]=1)([CH3:34])[CH3:33]. (3) Given the reactants [F:1][C:2]1[CH:3]=[C:4]2[C:8](=[CH:9][CH:10]=1)[N:7]([CH2:11][C:12]1[C:21]3[C:16](=[CH:17][CH:18]=[CH:19][CH:20]=3)[CH:15]=[CH:14][CH:13]=1)[C:6]1[C:22](=[O:27])[O:23][C:24](=[O:26])[CH2:25][C:5]2=1.Cl.[F:29][C:30]1([F:34])[CH2:33][NH:32][CH2:31]1, predict the reaction product. The product is: [F:29][C:30]1([F:34])[CH2:33][N:32]([C:24](=[O:26])[CH2:25][C:5]2[C:4]3[C:8](=[CH:9][CH:10]=[C:2]([F:1])[CH:3]=3)[N:7]([CH2:11][C:12]3[C:21]4[C:16](=[CH:17][CH:18]=[CH:19][CH:20]=4)[CH:15]=[CH:14][CH:13]=3)[C:6]=2[C:22]([OH:23])=[O:27])[CH2:31]1. (4) Given the reactants [Br:1][C:2]1[CH:3]=[CH:4][C:5]2S[CH:8]=[CH:7][C:6]=2[CH:10]=1.C1C=C(Cl)C=C(C(OO)=O)C=1.[S:22]([O-:26])([O-])(=[O:24])=S.[Na+].[Na+], predict the reaction product. The product is: [Br:1][C:2]1[CH:3]=[CH:4][C:5]2[S:22](=[O:26])(=[O:24])[CH:8]=[CH:7][C:6]=2[CH:10]=1. (5) Given the reactants [C:1]([O:5][C:6]([N:8](C(OC(C)(C)C)=O)[C:9]1[C:10]2[C:11]3[C:12](=[N:24][N:25]([CH2:27][C:28]4[C:33]([CH3:34])=[C:32]([O:35][CH3:36])[C:31]([CH3:37])=[CH:30][N:29]=4)[N:26]=2)[CH:13]=[C:14]([C:19]([O:21]CC)=[O:20])[C:15]=3[CH2:16][S:17][N:18]=1)=[O:7])([CH3:4])([CH3:3])[CH3:2].[OH-].[Na+].Cl, predict the reaction product. The product is: [C:1]([O:5][C:6]([NH:8][C:9]1[C:10]2[C:11]3[C:12](=[N:24][N:25]([CH2:27][C:28]4[C:33]([CH3:34])=[C:32]([O:35][CH3:36])[C:31]([CH3:37])=[CH:30][N:29]=4)[N:26]=2)[CH:13]=[C:14]([C:19]([OH:21])=[O:20])[C:15]=3[CH2:16][S:17][N:18]=1)=[O:7])([CH3:4])([CH3:3])[CH3:2].